From a dataset of NCI-60 drug combinations with 297,098 pairs across 59 cell lines. Regression. Given two drug SMILES strings and cell line genomic features, predict the synergy score measuring deviation from expected non-interaction effect. Drug 1: C1=NC2=C(N1)C(=S)N=CN2. Drug 2: C(CN)CNCCSP(=O)(O)O. Cell line: LOX IMVI. Synergy scores: CSS=36.6, Synergy_ZIP=1.89, Synergy_Bliss=3.84, Synergy_Loewe=-48.8, Synergy_HSA=-0.0935.